Dataset: Catalyst prediction with 721,799 reactions and 888 catalyst types from USPTO. Task: Predict which catalyst facilitates the given reaction. (1) Reactant: [Cl:1][C:2]1[CH:7]=[CH:6][C:5]([CH2:8][CH2:9][C@@H:10]2[NH:15][CH2:14][CH2:13][N:12]([C:16]3[C:25]4[CH:24]=[C:23]([CH3:26])[S:22][C:21]=4[NH:20][C:19]4[CH:27]=[CH:28][CH:29]=[CH:30][C:18]=4[N:17]=3)[CH2:11]2)=[CH:4][CH:3]=1.C=O.[C:33](O[BH-](OC(=O)C)OC(=O)C)(=O)C.[Na+]. Product: [Cl:1][C:2]1[CH:7]=[CH:6][C:5]([CH2:8][CH2:9][C@@H:10]2[N:15]([CH3:33])[CH2:14][CH2:13][N:12]([C:16]3[C:25]4[CH:24]=[C:23]([CH3:26])[S:22][C:21]=4[NH:20][C:19]4[CH:27]=[CH:28][CH:29]=[CH:30][C:18]=4[N:17]=3)[CH2:11]2)=[CH:4][CH:3]=1. The catalyst class is: 26. (2) Reactant: [N:1]1([CH2:7][CH2:8][CH2:9][NH2:10])[CH2:6][CH2:5][O:4][CH2:3][CH2:2]1.C(N(C(C)C)C(C)C)C.[Cl:20][C:21]1[N:26]=[C:25](Cl)[C:24]([I:28])=[CH:23][N:22]=1. Product: [Cl:20][C:21]1[N:26]=[C:25]([NH:10][CH2:9][CH2:8][CH2:7][N:1]2[CH2:6][CH2:5][O:4][CH2:3][CH2:2]2)[C:24]([I:28])=[CH:23][N:22]=1. The catalyst class is: 10. (3) Reactant: [F:1][C:2]1[CH:26]=[C:25]([S:27]([C:30]2[CH:35]=[CH:34][CH:33]=[CH:32][CH:31]=2)(=[O:29])=[O:28])[CH:24]=[CH:23][C:3]=1[O:4][C:5]1[CH:6]=[C:7]([CH2:19][C:20]([OH:22])=[O:21])[CH:8]=[C:9](OS(C(F)(F)F)(=O)=O)[CH:10]=1.[CH2:36]([Zn]CC)[CH3:37]. Product: [CH2:36]([C:9]1[CH:8]=[C:7]([CH2:19][C:20]([OH:22])=[O:21])[CH:6]=[C:5]([O:4][C:3]2[CH:23]=[CH:24][C:25]([S:27]([C:30]3[CH:35]=[CH:34][CH:33]=[CH:32][CH:31]=3)(=[O:29])=[O:28])=[CH:26][C:2]=2[F:1])[CH:10]=1)[CH3:37]. The catalyst class is: 11. (4) Reactant: [F:1][C:2]([F:13])([F:12])[CH2:3][O:4][C:5]1[CH:11]=[CH:10][C:8]([NH2:9])=[CH:7][CH:6]=1.C([N:16]([CH2:19][CH3:20])CC)C.[CH2:21]1COC[CH2:22]1.C(OCC)(=O)C. Product: [F:1][C:2]([F:12])([F:13])[CH2:3][O:4][C:5]1[CH:11]=[CH:10][C:8]([NH:9][C:19](=[NH:16])[CH2:20][CH2:21][CH3:22])=[CH:7][CH:6]=1. The catalyst class is: 6. (5) The catalyst class is: 21. Product: [I-:2].[OH:10][C:7]1[CH:8]=[CH:9][C:4]([CH3:3])=[CH:5][C:6]=1[CH:11]([C:19]1[CH:24]=[CH:23][CH:22]=[CH:21][CH:20]=1)[CH2:12][CH2:13][N+:14]1([CH3:1])[CH2:15][CH2:16][CH2:17][CH2:18]1. Reactant: [CH3:1][I:2].[CH3:3][C:4]1[CH:9]=[CH:8][C:7]([OH:10])=[C:6]([CH:11]([C:19]2[CH:24]=[CH:23][CH:22]=[CH:21][CH:20]=2)[CH2:12][CH2:13][N:14]2[CH2:18][CH2:17][CH2:16][CH2:15]2)[CH:5]=1.